Dataset: NCI-60 drug combinations with 297,098 pairs across 59 cell lines. Task: Regression. Given two drug SMILES strings and cell line genomic features, predict the synergy score measuring deviation from expected non-interaction effect. (1) Drug 1: C1=NC2=C(N=C(N=C2N1C3C(C(C(O3)CO)O)F)Cl)N. Drug 2: C1CCC(C(C1)N)N.C(=O)(C(=O)[O-])[O-].[Pt+4]. Cell line: SN12C. Synergy scores: CSS=39.7, Synergy_ZIP=3.95, Synergy_Bliss=8.01, Synergy_Loewe=6.62, Synergy_HSA=8.90. (2) Drug 1: CN(C)C1=NC(=NC(=N1)N(C)C)N(C)C. Drug 2: CN1C2=C(C=C(C=C2)N(CCCl)CCCl)N=C1CCCC(=O)O.Cl. Cell line: UO-31. Synergy scores: CSS=-0.145, Synergy_ZIP=-1.67, Synergy_Bliss=-4.25, Synergy_Loewe=-6.92, Synergy_HSA=-5.81. (3) Cell line: NCI/ADR-RES. Drug 1: C1=NC2=C(N=C(N=C2N1C3C(C(C(O3)CO)O)O)F)N. Synergy scores: CSS=41.2, Synergy_ZIP=-8.57, Synergy_Bliss=-4.21, Synergy_Loewe=-8.31, Synergy_HSA=1.03. Drug 2: C1CCC(C(C1)N)N.C(=O)(C(=O)[O-])[O-].[Pt+4]. (4) Drug 1: C1C(C(OC1N2C=C(C(=O)NC2=O)F)CO)O. Drug 2: CC(C)(C#N)C1=CC(=CC(=C1)CN2C=NC=N2)C(C)(C)C#N. Cell line: SK-MEL-28. Synergy scores: CSS=14.0, Synergy_ZIP=-4.12, Synergy_Bliss=-2.21, Synergy_Loewe=-6.03, Synergy_HSA=-2.20. (5) Drug 1: CC1OCC2C(O1)C(C(C(O2)OC3C4COC(=O)C4C(C5=CC6=C(C=C35)OCO6)C7=CC(=C(C(=C7)OC)O)OC)O)O. Drug 2: CS(=O)(=O)CCNCC1=CC=C(O1)C2=CC3=C(C=C2)N=CN=C3NC4=CC(=C(C=C4)OCC5=CC(=CC=C5)F)Cl. Cell line: SW-620. Synergy scores: CSS=35.3, Synergy_ZIP=3.62, Synergy_Bliss=2.18, Synergy_Loewe=-13.7, Synergy_HSA=-0.689. (6) Drug 1: CN1C(=O)N2C=NC(=C2N=N1)C(=O)N. Drug 2: CCC1=C2CN3C(=CC4=C(C3=O)COC(=O)C4(CC)O)C2=NC5=C1C=C(C=C5)O. Cell line: DU-145. Synergy scores: CSS=45.3, Synergy_ZIP=5.02, Synergy_Bliss=5.70, Synergy_Loewe=-67.6, Synergy_HSA=-5.84.